Predict the product of the given reaction. From a dataset of Forward reaction prediction with 1.9M reactions from USPTO patents (1976-2016). (1) Given the reactants [H-].[Na+].[OH:3][C:4]1[CH:13]=[CH:12][C:11]2[C:6](=[CH:7][CH:8]=[CH:9][CH:10]=2)[C:5]=1[CH:14]=[O:15].I[CH:17]([CH3:19])[CH3:18].[Cl-].[NH4+], predict the reaction product. The product is: [CH:17]([O:3][C:4]1[CH:13]=[CH:12][C:11]2[C:6](=[CH:7][CH:8]=[CH:9][CH:10]=2)[C:5]=1[CH:14]=[O:15])([CH3:19])[CH3:18]. (2) Given the reactants [CH3:1][C:2]1[CH:6]=[C:5]([CH3:7])[N:4]([CH2:8][C:9]([NH:11][C:12]2[CH:17]=[C:16]([C:18]([C:20]3[C:28]4[CH:27]=[N:26][CH:25]=[N:24][C:23]=4[NH:22][CH:21]=3)=[O:19])[CH:15]=[CH:14][N:13]=2)=[O:10])[N:3]=1.[CH3:29][C:30]1([CH3:33])[CH2:32][O:31]1, predict the reaction product. The product is: [CH3:1][C:2]1[CH:6]=[C:5]([CH3:7])[N:4]([CH2:8][C:9]([NH:11][C:12]2[CH:17]=[C:16]([C:18]([C:20]3[C:28]4[CH:27]=[N:26][CH:25]=[N:24][C:23]=4[N:22]([CH2:29][C:30]([OH:31])([CH3:33])[CH3:32])[CH:21]=3)=[O:19])[CH:15]=[CH:14][N:13]=2)=[O:10])[N:3]=1. (3) The product is: [NH2:1][C:2]1[CH:10]=[CH:9][C:5]([C:6]([O:8][CH2:20][CH3:21])=[O:7])=[CH:4][C:3]=1[O:11][C:12]([F:13])([F:14])[F:15]. Given the reactants [NH2:1][C:2]1[CH:10]=[CH:9][C:5]([C:6]([OH:8])=[O:7])=[CH:4][C:3]=1[O:11][C:12]([F:15])([F:14])[F:13].S(Cl)(Cl)=O.[CH2:20](O)[CH3:21], predict the reaction product. (4) Given the reactants [N:1]1[CH:6]=[CH:5][CH:4]=[C:3]([S:7](Cl)(=[O:9])=[O:8])[CH:2]=1.C(N(CC)CC)C.[NH:18]1[CH2:23][CH2:22][CH:21]([CH2:24][N:25]2[C:33]3[C:28](=[CH:29][C:30]([C:34]4[CH:35]=[N:36][N:37]([CH:39]5[CH2:44][CH2:43][CH2:42][CH2:41][O:40]5)[CH:38]=4)=[CH:31][CH:32]=3)[CH:27]=[CH:26]2)[CH2:20][CH2:19]1.CO, predict the reaction product. The product is: [N:1]1[CH:6]=[CH:5][CH:4]=[C:3]([S:7]([N:18]2[CH2:23][CH2:22][CH:21]([CH2:24][N:25]3[C:33]4[C:28](=[CH:29][C:30]([C:34]5[CH:35]=[N:36][N:37]([CH:39]6[CH2:44][CH2:43][CH2:42][CH2:41][O:40]6)[CH:38]=5)=[CH:31][CH:32]=4)[CH:27]=[CH:26]3)[CH2:20][CH2:19]2)(=[O:9])=[O:8])[CH:2]=1. (5) Given the reactants Cl[C:2]1[N:7]([C:8]2[CH:13]=[C:12]([O:14][C:15]3[N:20]=[CH:19][CH:18]=[CH:17][N:16]=3)[C:11]([Cl:21])=[CH:10][C:9]=2[F:22])[C:6](=[O:23])[CH:5]=[C:4]([C:24]([F:27])([F:26])[F:25])[N:3]=1.[CH3:28][C:29](=[N:31][OH:32])[CH3:30].C(=O)([O-])[O-].[K+].[K+].O1CCCC1, predict the reaction product. The product is: [Cl:21][C:11]1[C:12]([O:14][C:15]2[N:20]=[CH:19][CH:18]=[CH:17][N:16]=2)=[CH:13][C:8]([N:7]2[C:6](=[O:23])[CH:5]=[C:4]([C:24]([F:27])([F:26])[F:25])[N:3]=[C:2]2[O:32][N:31]=[C:29]([CH3:30])[CH3:28])=[C:9]([F:22])[CH:10]=1. (6) Given the reactants [Br:1][C:2]1[C:10]2[C:9]([Cl:11])=[N:8][CH:7]=[N:6][C:5]=2[S:4][C:3]=1I.[F:13][C:14]1[C:19]([F:20])=[CH:18][CH:17]=[CH:16][C:15]=1B1OC(C)(C)C(C)(C)O1.C(=O)([O-])[O-].[Cs+].[Cs+].C1COCC1, predict the reaction product. The product is: [Br:1][C:2]1[C:10]2[C:9]([Cl:11])=[N:8][CH:7]=[N:6][C:5]=2[S:4][C:3]=1[C:18]1[CH:17]=[CH:16][CH:15]=[C:14]([F:13])[C:19]=1[F:20].